The task is: Regression. Given two drug SMILES strings and cell line genomic features, predict the synergy score measuring deviation from expected non-interaction effect.. This data is from NCI-60 drug combinations with 297,098 pairs across 59 cell lines. Drug 2: CCC1(CC2CC(C3=C(CCN(C2)C1)C4=CC=CC=C4N3)(C5=C(C=C6C(=C5)C78CCN9C7C(C=CC9)(C(C(C8N6C)(C(=O)OC)O)OC(=O)C)CC)OC)C(=O)OC)O.OS(=O)(=O)O. Cell line: SF-539. Synergy scores: CSS=63.6, Synergy_ZIP=3.32, Synergy_Bliss=4.59, Synergy_Loewe=-2.72, Synergy_HSA=6.63. Drug 1: C1CCC(C1)C(CC#N)N2C=C(C=N2)C3=C4C=CNC4=NC=N3.